From a dataset of Full USPTO retrosynthesis dataset with 1.9M reactions from patents (1976-2016). Predict the reactants needed to synthesize the given product. (1) Given the product [CH2:18]([O:17][C:15](=[O:16])[CH2:14][C:13]1[N:8]=[C:6]([C:5]2[CH:9]=[CH:10][C:2]([F:1])=[CH:3][CH:4]=2)[O:7][C:12]=1[CH3:21])[CH3:19], predict the reactants needed to synthesize it. The reactants are: [F:1][C:2]1[CH:10]=[CH:9][C:5]([C:6]([NH2:8])=[O:7])=[CH:4][CH:3]=1.Br[CH:12]([CH3:21])[C:13](=O)[CH2:14][C:15]([O:17][CH2:18][CH3:19])=[O:16]. (2) Given the product [CH3:2][O:3][C:4](=[O:5])[NH:6][CH2:11][CH:10]=[CH:9][C:8]1[NH:12][CH:13]([NH2:15])[NH:14][CH:7]=1, predict the reactants needed to synthesize it. The reactants are: Cl.[CH3:2][O:3][C:4]([N:6]1[CH2:11][CH:10]=[CH:9][C@H:8]2[NH:12][C:13]([NH2:15])=[N:14][C@@H:7]12)=[O:5].[OH-].[Na+]. (3) Given the product [C:39]1([CH:32]([C:33]2[CH:38]=[CH:37][CH:36]=[CH:35][CH:34]=2)[CH2:31][NH:30][C:26]2[N:25]=[C:24]([CH2:45][NH:46][S:47]([CH2:50][CH:51]([CH3:52])[CH3:53])(=[O:48])=[O:49])[N:23]=[C:22]3[C:27]=2[N:28]=[CH:29][N:21]3[C@H:6]2[C@H:5]([OH:4])[C@H:9]([OH:10])[C@@H:8]([C:14]3[N:15]=[N:16][N:17]([CH2:19][CH3:20])[N:18]=3)[O:7]2)[CH:44]=[CH:43][CH:42]=[CH:41][CH:40]=1, predict the reactants needed to synthesize it. The reactants are: C([O:4][C@@H:5]1[C@H:9]([O:10]C(=O)C)[C@@H:8]([C:14]2[N:15]=[N:16][N:17]([CH2:19][CH3:20])[N:18]=2)[O:7][C@H:6]1[N:21]1[CH:29]=[N:28][C:27]2[C:22]1=[N:23][C:24]([CH2:45][NH:46][S:47]([CH2:50][CH:51]([CH3:53])[CH3:52])(=[O:49])=[O:48])=[N:25][C:26]=2[NH:30][CH2:31][CH:32]([C:39]1[CH:44]=[CH:43][CH:42]=[CH:41][CH:40]=1)[C:33]1[CH:38]=[CH:37][CH:36]=[CH:35][CH:34]=1)(=O)C.C(=O)([O-])[O-].[Na+].[Na+]. (4) Given the product [CH3:45][O:46][C:47]1[C:55]([O:56][CH3:57])=[C:54]([O:58][CH3:59])[CH:53]=[C:52]([CH3:60])[C:48]=1[C:49]([C:7]1[C:8]([O:15][CH3:16])=[N:9][CH:10]=[C:11]([Cl:14])[C:12]=1[CH3:13])=[O:50], predict the reactants needed to synthesize it. The reactants are: C([Mg]Cl)(C)C.Br[C:7]1[C:8]([O:15][CH3:16])=[N:9][CH:10]=[C:11]([Cl:14])[C:12]=1[CH3:13].ClC1C(C)=C([Mg]Cl)C(OC)=NC=1.[Cu]C#N.[Cl-].[Li+].ClC1C(C)=C([Cu])C(OC)=NC=1.[CH3:45][O:46][C:47]1[C:55]([O:56][CH3:57])=[C:54]([O:58][CH3:59])[CH:53]=[C:52]([CH3:60])[C:48]=1[C:49](O)=[O:50].N1C=CC=CC=1[Cu].O.N. (5) Given the product [Cl:1][C:2]1[CH:7]=[CH:6][N:5]=[CH:4][C:3]=1[C:16]#[C:15][C:9]1[CH:14]=[CH:13][CH:12]=[CH:11][CH:10]=1, predict the reactants needed to synthesize it. The reactants are: [Cl:1][C:2]1[CH:7]=[CH:6][N:5]=[CH:4][C:3]=1I.[C:9]1([C:15]#[CH:16])[CH:14]=[CH:13][CH:12]=[CH:11][CH:10]=1.C(N(CC)CC)C. (6) Given the product [Br:11][CH2:9][C:8]([C:4]1[CH:5]=[CH:6][CH:7]=[C:2]([Br:1])[CH:3]=1)=[O:10], predict the reactants needed to synthesize it. The reactants are: [Br:1][C:2]1[CH:3]=[C:4]([C:8](=[O:10])[CH3:9])[CH:5]=[CH:6][CH:7]=1.[Br:11]Br.